This data is from Full USPTO retrosynthesis dataset with 1.9M reactions from patents (1976-2016). The task is: Predict the reactants needed to synthesize the given product. Given the product [C:16]1([C:15]2[C:14]([C:11]3[CH:10]=[CH:9][C:8]([CH2:7][OH:6])=[CH:13][CH:12]=3)=[N:27][C:34]3[C:39]([CH:40]=2)=[CH:38][CH:37]=[N:36][CH:35]=3)[CH:17]=[CH:18][CH:19]=[CH:20][CH:21]=1, predict the reactants needed to synthesize it. The reactants are: C([Si](C)(C)[O:6][CH2:7][C:8]1[CH:13]=[CH:12][C:11]([C:14](=O)[CH2:15][C:16]2[CH:21]=[CH:20][CH:19]=[CH:18][CH:17]=2)=[CH:10][CH:9]=1)(C)(C)C.C([N:27]([C:34]1[CH:35]=[N:36][CH:37]=[CH:38][C:39]=1[CH:40]=O)C(=O)C(C)(C)C)=O.[OH-].[Na+].